From a dataset of Forward reaction prediction with 1.9M reactions from USPTO patents (1976-2016). Predict the product of the given reaction. Given the reactants Cl.[NH:2]1[CH2:5][CH:4]([C:6]2[CH:27]=[CH:26][C:9]3[C:10]4[N:14]([CH2:15][CH2:16][O:17][C:8]=3[CH:7]=2)[CH:13]=[C:12]([C:18]2[N:19]([CH:23]([CH3:25])[CH3:24])[N:20]=[CH:21][N:22]=2)[N:11]=4)[CH2:3]1.Cl[CH2:29][C:30]([N:32]([CH3:34])[CH3:33])=[O:31].CO, predict the reaction product. The product is: [CH:23]([N:19]1[C:18]([C:12]2[N:11]=[C:10]3[C:9]4[CH:26]=[CH:27][C:6]([CH:4]5[CH2:3][N:2]([CH2:29][C:30]([N:32]([CH3:34])[CH3:33])=[O:31])[CH2:5]5)=[CH:7][C:8]=4[O:17][CH2:16][CH2:15][N:14]3[CH:13]=2)=[N:22][CH:21]=[N:20]1)([CH3:24])[CH3:25].